Dataset: Catalyst prediction with 721,799 reactions and 888 catalyst types from USPTO. Task: Predict which catalyst facilitates the given reaction. The catalyst class is: 6. Reactant: C[O:2][C:3]([C:5]1[S:6][C:7]([C:14](=[O:26])[NH:15][CH2:16][C:17]2[CH:25]=[CH:24][CH:23]=[C:22]3[C:18]=2[CH:19]=[N:20][NH:21]3)=[CH:8][C:9]=1[C:10]([F:13])([F:12])[F:11])=[O:4].O.[OH-].[Li+].C1COCC1.Cl. Product: [NH:21]1[C:22]2[C:18](=[C:17]([CH2:16][NH:15][C:14]([C:7]3[S:6][C:5]([C:3]([OH:4])=[O:2])=[C:9]([C:10]([F:11])([F:12])[F:13])[CH:8]=3)=[O:26])[CH:25]=[CH:24][CH:23]=2)[CH:19]=[N:20]1.